Dataset: Catalyst prediction with 721,799 reactions and 888 catalyst types from USPTO. Task: Predict which catalyst facilitates the given reaction. (1) Reactant: [C:1]1([C:29]2[CH:34]=[CH:33][CH:32]=[CH:31][CH:30]=2)[CH:6]=[CH:5][C:4]([CH:7]2[CH:26]=[C:25]3[C:10](=[CH:11][C:12]4[CH:13]=[C:14]5[C:22]([C:23]([CH3:28])([CH3:27])[C:24]=43)=[C:21]3[C:16]([CH:17]=[CH:18][CH:19]=[CH:20]3)=[N:15]5)[CH:9]=[CH:8]2)=[CH:3][CH:2]=1.CN(C=O)C.[Br:40]N1C(=O)CCC1=O. Product: [C:1]1([C:29]2[CH:30]=[CH:31][CH:32]=[CH:33][CH:34]=2)[CH:6]=[CH:5][C:4]([CH:7]2[CH:26]=[C:25]3[C:10](=[C:11]([Br:40])[C:12]4[CH:13]=[C:14]5[C:22]([C:23]([CH3:27])([CH3:28])[C:24]=43)=[C:21]3[C:16]([CH:17]=[CH:18][CH:19]=[CH:20]3)=[N:15]5)[CH:9]=[CH:8]2)=[CH:3][CH:2]=1. The catalyst class is: 6. (2) Reactant: O.[OH-].[Li+].C[O:5][C:6]([C:8]1[CH:46]=[CH:45][C:11]([CH2:12][CH:13](/[CH:26]=[CH:27]/[C:28]2[CH:33]=[CH:32][CH:31]=[CH:30][C:29]=2[O:34][CH2:35][CH2:36][CH2:37][CH2:38][N:39]2[CH2:43][CH2:42][CH2:41][C:40]2=[O:44])[CH2:14][CH2:15][C:16]2[CH:25]=[CH:24][C:19]([C:20]([O:22]C)=[O:21])=[CH:18][CH:17]=2)=[CH:10][CH:9]=1)=[O:7].Cl. Product: [C:6]([C:8]1[CH:9]=[CH:10][C:11]([CH2:12][CH:13](/[CH:26]=[CH:27]/[C:28]2[CH:33]=[CH:32][CH:31]=[CH:30][C:29]=2[O:34][CH2:35][CH2:36][CH2:37][CH2:38][N:39]2[CH2:43][CH2:42][CH2:41][C:40]2=[O:44])[CH2:14][CH2:15][C:16]2[CH:25]=[CH:24][C:19]([C:20]([OH:22])=[O:21])=[CH:18][CH:17]=2)=[CH:45][CH:46]=1)([OH:7])=[O:5]. The catalyst class is: 758. (3) Reactant: [CH3:1][C:2]1([CH3:28])[CH2:7][C:6]([CH3:9])([CH3:8])[CH2:5][CH:4]([C:10]2[CH:15]=[CH:14][CH:13]=[CH:12][C:11]=2[N:16]2[CH2:21][CH2:20][N:19]([CH2:22][C@@H:23]3[CH2:25][C@H:24]3[CH2:26]O)[CH2:18][CH2:17]2)[CH2:3]1.C(N(S(F)(F)[F:35])CC)C.C(=O)([O-])O.[Na+].C(OCC)(=O)C. Product: [F:35][CH2:26][C@@H:24]1[CH2:25][C@H:23]1[CH2:22][N:19]1[CH2:18][CH2:17][N:16]([C:11]2[CH:12]=[CH:13][CH:14]=[CH:15][C:10]=2[CH:4]2[CH2:3][C:2]([CH3:28])([CH3:1])[CH2:7][C:6]([CH3:8])([CH3:9])[CH2:5]2)[CH2:21][CH2:20]1. The catalyst class is: 46. (4) Reactant: [N+:1]([C:4]1[CH:5]=[C:6]2[C:10](=[CH:11][CH:12]=1)[NH:9][CH:8]=[CH:7]2)([O-:3])=[O:2].[Al+3].[Cl-].[Cl-].[Cl-].Br[C:18]([CH3:21])([CH3:20])[CH3:19]. Product: [C:18]([C:7]1[C:6]2[C:10](=[CH:11][CH:12]=[C:4]([N+:1]([O-:3])=[O:2])[CH:5]=2)[NH:9][CH:8]=1)([CH3:21])([CH3:20])[CH3:19]. The catalyst class is: 2. (5) Reactant: [F:1][C:2]1[CH:15]=[CH:14][C:13]2[N:12]([S:16]([C:19]3[CH:24]=[CH:23][C:22]([O:25]C)=[CH:21][CH:20]=3)(=[O:18])=[O:17])[CH:11]([CH3:27])[C:10]3[C:5](=[CH:6][C:7]([F:28])=[CH:8][CH:9]=3)[C:4]=2[CH:3]=1.C1CCCCC=1.B(Br)(Br)Br. Product: [F:1][C:2]1[CH:15]=[CH:14][C:13]2[N:12]([S:16]([C:19]3[CH:24]=[CH:23][C:22]([OH:25])=[CH:21][CH:20]=3)(=[O:18])=[O:17])[CH:11]([CH3:27])[C:10]3[C:5](=[CH:6][C:7]([F:28])=[CH:8][CH:9]=3)[C:4]=2[CH:3]=1. The catalyst class is: 4.